From a dataset of Full USPTO retrosynthesis dataset with 1.9M reactions from patents (1976-2016). Predict the reactants needed to synthesize the given product. (1) Given the product [CH3:1][O:2][C:3](=[O:4])[C:5]1[CH:10]=[C:9]([C:18]2[CH2:23][CH2:22][CH2:21][CH2:20][CH:19]=2)[C:8]([O:12][CH2:13][C:14]([F:17])([F:16])[F:15])=[N:7][CH:6]=1, predict the reactants needed to synthesize it. The reactants are: [CH3:1][O:2][C:3]([C:5]1[CH:6]=[N:7][C:8]([O:12][CH2:13][C:14]([F:17])([F:16])[F:15])=[C:9](Br)[CH:10]=1)=[O:4].[C:18]1(B2OC(C)(C)C(C)(C)O2)[CH2:23][CH2:22][CH2:21][CH2:20][CH:19]=1.[O-]P([O-])([O-])=O.[K+].[K+].[K+].C1COCC1. (2) Given the product [NH2:28][C:26]1[C:3]([C:1]#[N:2])=[C:4]([CH:23]=[CH:24][CH:25]=1)[O:5][CH2:6][C:7]1([C:14]([NH:16][CH:17]2[CH2:22][CH2:21][CH2:20][CH2:19][CH2:18]2)=[O:15])[CH2:12][CH2:11][CH2:10][NH:9][C:8]1=[O:13], predict the reactants needed to synthesize it. The reactants are: [C:1]([C:3]1[C:26](F)=[CH:25][CH:24]=[CH:23][C:4]=1[O:5][CH2:6][C:7]1([C:14]([NH:16][CH:17]2[CH2:22][CH2:21][CH2:20][CH2:19][CH2:18]2)=[O:15])[CH2:12][CH2:11][CH2:10][NH:9][C:8]1=[O:13])#[N:2].[NH3:28]. (3) Given the product [CH2:39]([C:36]1[O:35][C:34]([C@H:32]2[CH2:33][C@@H:30]([NH:29][C:27]([C@:11]34[CH2:23][CH2:22][C@@H:21]([C:24]([CH3:26])=[CH2:25])[C@@H:12]3[C@@H:13]3[C@@:8]([CH3:45])([CH2:9][CH2:10]4)[C@@:7]4([CH3:46])[C@@H:16]([C@:17]5([CH3:20])[C@@H:4]([CH2:5][CH2:6]4)[C:3]([CH3:47])([CH3:48])[C@@H:2]([O:1][C:54](=[O:56])[CH2:55][C:50]([CH3:57])([CH3:49])[C:51]([OH:53])=[O:52])[CH2:19][CH2:18]5)[CH2:15][CH2:14]3)=[O:28])[C:31]2([CH3:44])[CH3:43])=[N:38][N:37]=1)[CH:40]([CH3:41])[CH3:42], predict the reactants needed to synthesize it. The reactants are: [OH:1][C@H:2]1[CH2:19][CH2:18][C@@:17]2([CH3:20])[C@@H:4]([CH2:5][CH2:6][C@:7]3([CH3:46])[C@@H:16]2[CH2:15][CH2:14][C@H:13]2[C@@:8]3([CH3:45])[CH2:9][CH2:10][C@@:11]3([C:27]([NH:29][C@@H:30]4[CH2:33][C@H:32]([C:34]5[O:35][C:36]([CH2:39][CH:40]([CH3:42])[CH3:41])=[N:37][N:38]=5)[C:31]4([CH3:44])[CH3:43])=[O:28])[CH2:23][CH2:22][C@@H:21]([C:24]([CH3:26])=[CH2:25])[C@@H:12]32)[C:3]1([CH3:48])[CH3:47].[CH3:49][C:50]1([CH3:57])[CH2:55][C:54](=[O:56])[O:53][C:51]1=[O:52]. (4) Given the product [O:11]1[CH2:12][CH2:13][N:8]([C:6]([NH:5][C@H:4]([C:3]([OH:18])=[O:2])[CH2:14][CH:15]([CH3:17])[CH3:16])=[O:7])[CH2:9][CH2:10]1, predict the reactants needed to synthesize it. The reactants are: C[O:2][C:3](=[O:18])[C@H:4]([CH2:14][CH:15]([CH3:17])[CH3:16])[NH:5][C:6]([N:8]1[CH2:13][CH2:12][O:11][CH2:10][CH2:9]1)=[O:7].[Li+].[OH-].C(Cl)Cl. (5) Given the product [CH3:22][Si:23]([CH3:25])([CH3:24])[CH2:26][CH2:27][O:28][CH2:29][O:1][C:2]1[CH:3]=[CH:4][C:5]([C:6]([O:8][CH2:9][CH3:10])=[O:7])=[CH:11][CH:12]=1, predict the reactants needed to synthesize it. The reactants are: [OH:1][C:2]1[CH:12]=[CH:11][C:5]([C:6]([O:8][CH2:9][CH3:10])=[O:7])=[CH:4][CH:3]=1.CCN(C(C)C)C(C)C.[CH3:22][Si:23]([CH2:26][CH2:27][O:28][CH2:29]Cl)([CH3:25])[CH3:24]. (6) Given the product [CH3:17][C:11](=[CH:24][C:19]1[CH:20]=[CH:21][CH:22]=[CH:23][N:18]=1)[C:12]([O:14][CH2:15][CH3:16])=[O:13], predict the reactants needed to synthesize it. The reactants are: [H-].[Na+].C(OP([CH:11]([CH3:17])[C:12]([O:14][CH2:15][CH3:16])=[O:13])(OCC)=O)C.[N:18]1[CH:23]=[CH:22][CH:21]=[CH:20][C:19]=1[CH:24]=O.O. (7) Given the product [CH:14]1([N:7]2[CH2:8][CH2:9][C:10](=[O:13])[N:11]([CH3:12])[C:5]3[CH:4]=[N:3][C:2]([NH:20][CH:21]4[CH2:22][CH2:23][N:24]([C:27]([O:29][CH2:30][CH3:31])=[O:28])[CH2:25][CH2:26]4)=[N:19][C:6]2=3)[CH2:18][CH2:17][CH2:16][CH2:15]1, predict the reactants needed to synthesize it. The reactants are: Cl[C:2]1[N:3]=[CH:4][C:5]2[N:11]([CH3:12])[C:10](=[O:13])[CH2:9][CH2:8][N:7]([CH:14]3[CH2:18][CH2:17][CH2:16][CH2:15]3)[C:6]=2[N:19]=1.[NH2:20][CH:21]1[CH2:26][CH2:25][N:24]([C:27]([O:29][CH2:30][CH3:31])=[O:28])[CH2:23][CH2:22]1.C(N(C(C)C)CC)(C)C. (8) Given the product [C:1]([C:5]1[O:9][N:8]=[C:7]([C:10]2[CH:23]=[CH:22][C:13]3[O:14][C:15]4[CH:20]=[C:19]([S:35]([Cl:38])(=[O:36])=[O:25])[CH:18]=[CH:17][C:16]=4[C:12]=3[CH:11]=2)[N:6]=1)([CH3:4])([CH3:3])[CH3:2], predict the reactants needed to synthesize it. The reactants are: [C:1]([C:5]1[O:9][N:8]=[C:7]([C:10]2[CH:23]=[CH:22][C:13]3[O:14][C:15]4[CH:20]=[C:19](N)[CH:18]=[CH:17][C:16]=4[C:12]=3[CH:11]=2)[N:6]=1)([CH3:4])([CH3:3])[CH3:2].N([O-])=[O:25].[Na+].C1(C)C=CC=CC=1.[S:35]([Cl:38])(Cl)=[O:36]. (9) Given the product [O:49]1[C:53]2[CH:54]=[CH:55][CH:56]=[CH:57][C:52]=2[N:51]=[C:50]1[CH2:58][NH:59][C:41]([C:39]1[S:40][C:36]([N:33]2[CH2:34][CH2:35][N:31]([CH2:30][C:29]3[CH:28]=[CH:27][C:26]([F:25])=[CH:47][CH:46]=3)[C:32]2=[O:45])=[CH:37][C:38]=1[CH3:44])=[O:42], predict the reactants needed to synthesize it. The reactants are: CC1C=C(N2CCN(CCOC3C=CC=CC=3)C2=O)SC=1C(O)=O.[F:25][C:26]1[CH:47]=[CH:46][C:29]([CH2:30][N:31]2[CH2:35][CH2:34][N:33]([C:36]3[S:40][C:39]([C:41](O)=[O:42])=[C:38]([CH3:44])[CH:37]=3)[C:32]2=[O:45])=[CH:28][CH:27]=1.Cl.[O:49]1[C:53]2[CH:54]=[CH:55][CH:56]=[CH:57][C:52]=2[N:51]=[C:50]1[CH2:58][NH2:59].